The task is: Predict the product of the given reaction.. This data is from Forward reaction prediction with 1.9M reactions from USPTO patents (1976-2016). Given the reactants [C:1]([CH2:3][C@@H:4]([NH:6][C:7](=[O:13])[O:8][C:9]([CH3:12])([CH3:11])[CH3:10])[CH3:5])#[N:2].NO.Cl.[F:17][C:18]1[CH:19]=[CH:20][C:21]([C:24]([OH:26])=O)=[N:22][CH:23]=1.C(N1C=CN=C1)([N:29]1C=CN=C1)=O, predict the reaction product. The product is: [F:17][C:18]1[CH:19]=[CH:20][C:21]([C:24]2[O:26][N:29]=[C:1]([CH2:3][C@@H:4]([NH:6][C:7](=[O:13])[O:8][C:9]([CH3:12])([CH3:11])[CH3:10])[CH3:5])[N:2]=2)=[N:22][CH:23]=1.